The task is: Predict the reaction yield, written as a fraction of the theoretical maximum amount of product (1.0 means a 100% yield; for example, 0.34 means a 34% yield).. This data is from Reaction yield outcomes from USPTO patents with 853,638 reactions. (1) The reactants are [I:1][C:2]1[CH:9]=[C:8]([O:10][CH3:11])[C:7]([O:12][CH3:13])=[CH:6][C:3]=1[CH:4]=[O:5].[O-:14][Mn](=O)(=O)=O.[K+].Cl. The catalyst is CC#N.O. The product is [I:1][C:2]1[CH:9]=[C:8]([O:10][CH3:11])[C:7]([O:12][CH3:13])=[CH:6][C:3]=1[C:4]([OH:14])=[O:5]. The yield is 0.850. (2) The reactants are [CH:1]([C:3]1[CH:10]=[CH:9][C:6]([CH2:7][Cl:8])=[CH:5][CH:4]=1)=[CH2:2].[CH3:11][P:12]([CH3:14])[CH3:13]. The catalyst is CC#N. The product is [Cl-:8].[CH3:11][P+:12]([CH3:14])([CH3:13])[CH2:7][C:6]1[CH:9]=[CH:10][C:3]([CH:1]=[CH2:2])=[CH:4][CH:5]=1. The yield is 0.970. (3) The reactants are [CH2:1]([O:3][C:4]([CH:6]1[CH2:11][NH:10][C:9]2[CH:12]=[C:13]([Cl:16])[CH:14]=[CH:15][C:8]=2[O:7]1)=[O:5])[CH3:2].C([O-])([O-])=O.[K+].[K+].[CH2:23](Br)[C:24]1[CH:29]=[CH:28][CH:27]=[CH:26][CH:25]=1. The catalyst is C(#N)C. The product is [CH2:1]([O:3][C:4]([CH:6]1[CH2:11][N:10]([CH2:23][C:24]2[CH:29]=[CH:28][CH:27]=[CH:26][CH:25]=2)[C:9]2[CH:12]=[C:13]([Cl:16])[CH:14]=[CH:15][C:8]=2[O:7]1)=[O:5])[CH3:2]. The yield is 0.599. (4) The reactants are C([N:8]1[CH2:14][CH2:13][C@@H:12]([CH3:15])[N:11]([C:16]([O:18][C:19]([CH3:22])([CH3:21])[CH3:20])=[O:17])[CH2:10][CH2:9]1)C1C=CC=CC=1.OCC1(OC[C@@H](O)[C@@H](O)[C@H]1O)O. The catalyst is [Pd].CO. The product is [CH3:15][C@H:12]1[N:11]([C:16]([O:18][C:19]([CH3:20])([CH3:22])[CH3:21])=[O:17])[CH2:10][CH2:9][NH:8][CH2:14][CH2:13]1. The yield is 0.857. (5) The reactants are [CH3:1][C:2]1([CH3:22])[O:7][C:6](=[O:8])[NH:5][C:4]2[CH:9]=[CH:10][C:11]([C:13]3[CH:14]=[C:15]([CH:18]=[C:19]([F:21])[CH:20]=3)[C:16]#[N:17])=[CH:12][C:3]1=2.[H-].[Na+].Cl[CH2:26][O:27][CH3:28]. The catalyst is CN(C=O)C. The product is [F:21][C:19]1[CH:18]=[C:15]([CH:14]=[C:13]([C:11]2[CH:10]=[CH:9][C:4]3[N:5]([CH2:26][O:27][CH3:28])[C:6](=[O:8])[O:7][C:2]([CH3:22])([CH3:1])[C:3]=3[CH:12]=2)[CH:20]=1)[C:16]#[N:17]. The yield is 0.650.